This data is from Reaction yield outcomes from USPTO patents with 853,638 reactions. The task is: Predict the reaction yield, written as a fraction of the theoretical maximum amount of product (1.0 means a 100% yield; for example, 0.34 means a 34% yield). (1) The reactants are [S:1]1[C:9]2[C:4](=[N:5][CH:6]=[CH:7][CH:8]=2)[CH:3]=[CH:2]1.C(=O)(O)[O-].[Na+].OP([O-])([O-])=O.[K+].[K+].[O-]S([O-])(=O)=O.[Mg+2].[Br:28]Br. The catalyst is C(Cl)(Cl)Cl.O. The product is [Br:28][C:3]1[C:4]2=[N:5][CH:6]=[CH:7][CH:8]=[C:9]2[S:1][CH:2]=1. The yield is 0.720. (2) The reactants are [CH3:1][O:2][CH2:3][CH2:4][O:5][C:6]1[CH:12]=[CH:11][C:9]([NH2:10])=[C:8]([N+:13]([O-])=O)[CH:7]=1. The catalyst is [Pd].CO.C1COCC1. The product is [CH3:1][O:2][CH2:3][CH2:4][O:5][C:6]1[CH:7]=[C:8]([NH2:13])[C:9]([NH2:10])=[CH:11][CH:12]=1. The yield is 0.730. (3) The reactants are [Br:1][C:2]1[CH:9]=[CH:8][CH:7]=[CH:6][C:3]=1[CH2:4]Br.[C:10]1([CH:16]2[O:21][CH2:20][CH2:19][NH:18][CH2:17]2)[CH:15]=[CH:14][CH:13]=[CH:12][CH:11]=1.C(=O)([O-])[O-].[K+].[K+]. The catalyst is C(#N)C. The product is [Br:1][C:2]1[CH:9]=[CH:8][CH:7]=[CH:6][C:3]=1[CH2:4][N:18]1[CH2:19][CH2:20][O:21][CH:16]([C:10]2[CH:15]=[CH:14][CH:13]=[CH:12][CH:11]=2)[CH2:17]1. The yield is 0.630. (4) The reactants are [O:1]1[CH2:5][CH2:4][CH2:3][CH2:2]1.B.CC(=C(C)C)C.C=C1C[C@@H:17]2[CH2:18][N:19]([C:21]([O:23][C:24]([CH3:27])([CH3:26])[CH3:25])=[O:22])[CH2:20][C@@H:16]2C1.[OH-].[Na+].OO. The catalyst is O1CCCC1. The product is [OH:1][CH2:5][CH:4]1[CH2:16][C@@H:17]2[CH2:18][N:19]([C:21]([O:23][C:24]([CH3:27])([CH3:26])[CH3:25])=[O:22])[CH2:20][C@@H:2]2[CH2:3]1. The yield is 0.950.